The task is: Predict the reaction yield, written as a fraction of the theoretical maximum amount of product (1.0 means a 100% yield; for example, 0.34 means a 34% yield).. This data is from Reaction yield outcomes from USPTO patents with 853,638 reactions. (1) The yield is 0.650. The catalyst is O1CCCC1. The product is [CH2:41]([CH:35]([O:34][C@H:31]1[CH2:30][CH2:29][C@H:28]([N:18]2[C:17](=[O:43])[C:16]([CH2:15][C:12]3[CH:13]=[CH:14][C:9]([C:4]4[C:3]([C:1]#[N:2])=[CH:8][CH:7]=[CH:6][CH:5]=4)=[CH:10][CH:11]=3)=[C:21]([CH2:22][CH2:23][CH3:24])[N:20]3[N:25]=[CH:26][N:27]=[C:19]23)[CH2:33][CH2:32]1)[C:31]([OH:34])([CH3:32])[CH3:30])[CH3:42]. The reactants are [C:1]([C:3]1[CH:8]=[CH:7][CH:6]=[CH:5][C:4]=1[C:9]1[CH:14]=[CH:13][C:12]([CH2:15][C:16]2[C:17](=[O:43])[N:18]([C@H:28]3[CH2:33][CH2:32][C@H:31]([O:34][CH:35]([CH2:41][CH3:42])C(OCC)=O)[CH2:30][CH2:29]3)[C:19]3[N:20]([N:25]=[CH:26][N:27]=3)[C:21]=2[CH2:22][CH2:23][CH3:24])=[CH:11][CH:10]=1)#[N:2].C[Mg]Br.Cl. (2) The reactants are [CH:1]([S:4]([C:7]1[CH:12]=[CH:11][C:10]([C:13]2[N:14]=[CH:15][C:16]([NH2:19])=[N:17][CH:18]=2)=[CH:9][CH:8]=1)(=[O:6])=[O:5])([CH3:3])[CH3:2].[Br:20]N1C(=O)CCC1=O.O. The catalyst is CN(C=O)C. The product is [Br:20][C:15]1[C:16]([NH2:19])=[N:17][CH:18]=[C:13]([C:10]2[CH:11]=[CH:12][C:7]([S:4]([CH:1]([CH3:3])[CH3:2])(=[O:5])=[O:6])=[CH:8][CH:9]=2)[N:14]=1. The yield is 0.620. (3) The yield is 0.900. The catalyst is O.O1CCOCC1.C1C=CC([P]([Pd]([P](C2C=CC=CC=2)(C2C=CC=CC=2)C2C=CC=CC=2)([P](C2C=CC=CC=2)(C2C=CC=CC=2)C2C=CC=CC=2)[P](C2C=CC=CC=2)(C2C=CC=CC=2)C2C=CC=CC=2)(C2C=CC=CC=2)C2C=CC=CC=2)=CC=1. The reactants are [CH3:1][O:2][C:3]1[CH:4]=[C:5](B(O)O)[CH:6]=[CH:7][C:8]=1[O:9][CH3:10].Br[C:15]1[O:19][C:18]([CH:20]=[O:21])=[CH:17][CH:16]=1.C([O-])([O-])=O.[Na+].[Na+]. The product is [CH3:1][O:2][C:3]1[CH:4]=[C:5]([C:15]2[O:19][C:18]([CH:20]=[O:21])=[CH:17][CH:16]=2)[CH:6]=[CH:7][C:8]=1[O:9][CH3:10]. (4) The yield is 0.500. The product is [OH:3][CH2:4][C:5]([N:7]1[CH2:12][CH2:11][CH:10]([C@H:13]([NH:15][C:16]2[N:21]=[C:20]([C:22]3[C:30]4[C:25](=[N:26][CH:27]=[C:28]([C:31]([F:33])([F:34])[F:32])[CH:29]=4)[NH:24][CH:23]=3)[C:19]([C:45]#[N:46])=[CH:18][N:17]=2)[CH3:14])[CH2:9][CH2:8]1)=[O:6]. The reactants are [OH-].[Li+].[OH:3][CH2:4][C:5]([N:7]1[CH2:12][CH2:11][CH:10]([C@H:13]([NH:15][C:16]2[N:21]=[C:20]([C:22]3[C:30]4[C:25](=[N:26][CH:27]=[C:28]([C:31]([F:34])([F:33])[F:32])[CH:29]=4)[N:24](S(C4C=CC(C)=CC=4)(=O)=O)[CH:23]=3)[C:19]([C:45]#[N:46])=[CH:18][N:17]=2)[CH3:14])[CH2:9][CH2:8]1)=[O:6]. The catalyst is O1CCCC1. (5) The reactants are [Br-].[CH:2]1([CH2:8][NH:9]CC2CCCCC2)[CH2:7][CH2:6][CH2:5][CH2:4][CH2:3]1.C([Sn](CCCC)(CCCC)C1[N:23]=CSC=1)CCC. The catalyst is CN(C=O)C. The product is [NH:23]1[C:7]2[C:2](=[CH:3][CH:4]=[CH:5][CH:6]=2)[CH:8]=[N:9]1. The yield is 0.260. (6) The reactants are CCN(C(C)C)C(C)C.[Cl:10][C:11]1[N:16]=[CH:15][C:14]([C:17]([OH:19])=O)=[CH:13][CH:12]=1.C1C=CC2N(O)N=NC=2C=1.CCN=C=NCCCN(C)C.[O:41]=[C:42]([N:59]1[CH2:64][CH2:63][NH:62][CH2:61][CH2:60]1)[CH2:43][NH:44][C:45]([C:47]1[CH:52]=[CH:51][C:50]([C:53]2[CH:58]=[CH:57][CH:56]=[CH:55][CH:54]=2)=[CH:49][CH:48]=1)=[O:46]. The catalyst is CN(C=O)C.O. The product is [Cl:10][C:11]1[N:16]=[CH:15][C:14]([C:17]([N:62]2[CH2:61][CH2:60][N:59]([C:42](=[O:41])[CH2:43][NH:44][C:45]([C:47]3[CH:52]=[CH:51][C:50]([C:53]4[CH:58]=[CH:57][CH:56]=[CH:55][CH:54]=4)=[CH:49][CH:48]=3)=[O:46])[CH2:64][CH2:63]2)=[O:19])=[CH:13][CH:12]=1. The yield is 0.408. (7) The reactants are C([O:4][C:5]([CH3:10])([CH3:9])[C:6](Cl)=[O:7])(=O)C.[NH2:11][C:12]1[C:20]2[C:15](=[N:16][CH:17]=[C:18]([Cl:35])[C:19]=2[N:21]2[CH2:26][CH2:25][CH2:24][C@@H:23]([NH:27][C:28](=[O:34])[O:29][C:30]([CH3:33])([CH3:32])[CH3:31])[CH2:22]2)[NH:14][CH:13]=1.C(N(CC)CC)C.[Li+].[OH-]. The catalyst is ClCCl.CN1C(=O)CCC1.O.CC#N.O.C1COCC1. The product is [Cl:35][C:18]1[C:19]([N:21]2[CH2:26][CH2:25][CH2:24][C@@H:23]([NH:27][C:28](=[O:34])[O:29][C:30]([CH3:31])([CH3:32])[CH3:33])[CH2:22]2)=[C:20]2[C:12]([NH:11][C:6](=[O:7])[C:5]([OH:4])([CH3:10])[CH3:9])=[CH:13][NH:14][C:15]2=[N:16][CH:17]=1. The yield is 0.890.